This data is from Peptide-MHC class I binding affinity with 185,985 pairs from IEDB/IMGT. The task is: Regression. Given a peptide amino acid sequence and an MHC pseudo amino acid sequence, predict their binding affinity value. This is MHC class I binding data. (1) The peptide sequence is VSENTGMGMY. The MHC is HLA-A33:01 with pseudo-sequence HLA-A33:01. The binding affinity (normalized) is 0.0672. (2) The peptide sequence is CAMFWYHYI. The MHC is BoLA-JSP.1 with pseudo-sequence BoLA-JSP.1. The binding affinity (normalized) is 0.0641. (3) The peptide sequence is FEFTKYKYL. The MHC is H-2-Dd with pseudo-sequence H-2-Dd. The binding affinity (normalized) is 0.0278. (4) The binding affinity (normalized) is 0.0847. The peptide sequence is DTLKVGNTY. The MHC is HLA-B48:01 with pseudo-sequence HLA-B48:01. (5) The peptide sequence is PYLFWLAAI. The MHC is HLA-A24:02 with pseudo-sequence HLA-A24:02. The binding affinity (normalized) is 0.697.